This data is from Peptide-MHC class I binding affinity with 185,985 pairs from IEDB/IMGT. The task is: Regression. Given a peptide amino acid sequence and an MHC pseudo amino acid sequence, predict their binding affinity value. This is MHC class I binding data. The peptide sequence is TPQVPLRPM. The MHC is HLA-A30:01 with pseudo-sequence HLA-A30:01. The binding affinity (normalized) is 0.